Dataset: Catalyst prediction with 721,799 reactions and 888 catalyst types from USPTO. Task: Predict which catalyst facilitates the given reaction. (1) Reactant: Cl.[NH2:2][C:3]1[CH:7]=[CH:6][NH:5][C:4]=1[C:8]([O:10][CH2:11][CH3:12])=[O:9].[C:13](O[C:13]([O:15][C:16]([CH3:19])([CH3:18])[CH3:17])=[O:14])([O:15][C:16]([CH3:19])([CH3:18])[CH3:17])=[O:14]. Product: [C:16]([O:15][C:13]([NH:2][C:3]1[CH:7]=[CH:6][NH:5][C:4]=1[C:8]([O:10][CH2:11][CH3:12])=[O:9])=[O:14])([CH3:19])([CH3:18])[CH3:17]. The catalyst class is: 383. (2) Reactant: [N:1]1[CH:6]=[CH:5][CH:4]=[CH:3][C:2]=1[CH2:7][O:8][C:9]1[CH:18]=[C:17]([C:19]2[CH:20]=[N:21][CH:22]=[N:23][CH:24]=2)[C:16]2[CH2:15][CH2:14][CH2:13][CH2:12][C:11]=2[N:10]=1.C1C=C(Cl)C=C(C(OO)=[O:33])C=1. Product: [O-:33][N+:1]1[CH:6]=[CH:5][CH:4]=[CH:3][C:2]=1[CH2:7][O:8][C:9]1[CH:18]=[C:17]([C:19]2[CH:20]=[N:21][CH:22]=[N:23][CH:24]=2)[C:16]2[CH2:15][CH2:14][CH2:13][CH2:12][C:11]=2[N:10]=1. The catalyst class is: 22. (3) Reactant: S(Cl)([Cl:3])=O.[Cl:5][C:6]1[CH:11]=[CH:10][C:9]([C:12]2[CH:13]=[CH:14][C:15]([C:18]#[C:19][C:20]3[CH:25]=[CH:24][C:23](/[CH:26]=[CH:27]/[CH2:28]O)=[CH:22][CH:21]=3)=[N:16][CH:17]=2)=[CH:8][CH:7]=1.C(=O)(O)[O-].[Na+]. Product: [Cl:5][C:6]1[CH:11]=[CH:10][C:9]([C:12]2[CH:13]=[CH:14][C:15]([C:18]#[C:19][C:20]3[CH:25]=[CH:24][C:23](/[CH:26]=[CH:27]/[CH2:28][Cl:3])=[CH:22][CH:21]=3)=[N:16][CH:17]=2)=[CH:8][CH:7]=1. The catalyst class is: 2. (4) Reactant: [Br:1]N1C(=O)CCC1=O.[N:9]1([C:18]([O:20][C:21]([CH3:24])([CH3:23])[CH3:22])=[O:19])[CH2:13][CH2:12][CH2:11][CH:10]1[C:14]([O:16][CH3:17])=[O:15]. Product: [Br:1][C:11]1[CH:12]=[CH:13][N:9]([C:18]([O:20][C:21]([CH3:24])([CH3:23])[CH3:22])=[O:19])[C:10]=1[C:14]([O:16][CH3:17])=[O:15]. The catalyst class is: 53. (5) Reactant: [CH:1](N[CH:5]([CH3:7])[CH3:6])(C)[CH3:2].[Li+].[CH3:9]CC[CH2-].Br[C:14]1[CH:15]=NC=[C:18](F)[CH:19]=1.IC.[C:23](=[O:26])(O)[O-:24].[Na+]. Product: [CH3:1][CH2:2][O:24][C:23]([CH3:9])=[O:26].[CH3:15][CH2:14][CH2:19][CH2:18][CH2:7][CH2:5][CH3:6]. The catalyst class is: 20. (6) Reactant: [F:1][C:2]([F:28])([F:27])[C:3]1[N:8]=[CH:7][C:6]([C:9]2[CH:14]=[C:13]([CH2:15][N:16]3C(=O)C4C(=CC=CC=4)C3=O)[CH:12]=[CH:11][N:10]=2)=[CH:5][N:4]=1.NN.O. Product: [F:28][C:2]([F:1])([F:27])[C:3]1[N:4]=[CH:5][C:6]([C:9]2[CH:14]=[C:13]([CH2:15][NH2:16])[CH:12]=[CH:11][N:10]=2)=[CH:7][N:8]=1. The catalyst class is: 8. (7) Reactant: [OH:1][CH:2]([C:16]1[CH:17]=[C:18]([NH:22][S:23]([C:26]2[CH:31]=[CH:30][CH:29]=[CH:28][CH:27]=2)(=[O:25])=[O:24])[CH:19]=[CH:20][CH:21]=1)[CH2:3][NH:4][C:5]([CH3:15])([CH3:14])[CH2:6][CH2:7][N:8]1[CH:12]=[C:11](I)[N:10]=[CH:9]1.C(=O)([O-])[O-].[Na+].[Na+].O1[CH2:43][CH2:42]OCC1.ClCCl. Product: [CH3:14][C:5]([NH:4][CH2:3][CH:2]([C:16]1[CH:17]=[C:18]([NH:22][S:23]([C:26]2[CH:31]=[CH:30][CH:29]=[CH:28][CH:27]=2)(=[O:25])=[O:24])[CH:19]=[CH:20][CH:21]=1)[OH:1])([CH3:15])[CH2:6][CH2:7][N:8]1[CH:12]=[C:11]([C:26]2[S:23][C:42]([CH3:43])=[CH:28][CH:27]=2)[N:10]=[CH:9]1. The catalyst class is: 263. (8) Reactant: [CH3:1][CH2:2][C:3]1[CH:8]=[CH:7][C:6]([C:9]([CH3:11])=[O:10])=[CH:5][CH:4]=1.Br.[OH2:13]. Product: [CH2:2]([C:3]1[CH:8]=[CH:7][C:6]([C:9](=[O:10])[CH:11]=[O:13])=[CH:5][CH:4]=1)[CH3:1]. The catalyst class is: 16. (9) Reactant: [I:1][C:2]1[CH:3]=[N:4][CH:5]=[CH:6][C:7]=1[NH2:8].[H-].[Na+].[N:11]([C@H:14]1[CH2:18][CH2:17][CH2:16][C@@H:15]1[NH:19][C:20](=[O:32])[C:21]1[CH:26]=[CH:25][CH:24]=[CH:23][C:22]=1[N:27]1[N:31]=[CH:30][CH:29]=[N:28]1)=[C:12]=[S:13]. Product: [I:1][C:2]1[CH:3]=[N:4][CH:5]=[CH:6][C:7]=1[NH:8][C:12]([NH:11][C@H:14]1[CH2:18][CH2:17][CH2:16][C@@H:15]1[NH:19][C:20](=[O:32])[C:21]1[CH:26]=[CH:25][CH:24]=[CH:23][C:22]=1[N:27]1[N:28]=[CH:29][CH:30]=[N:31]1)=[S:13]. The catalyst class is: 575.